Predict the reaction yield, written as a fraction of the theoretical maximum amount of product (1.0 means a 100% yield; for example, 0.34 means a 34% yield). From a dataset of Reaction yield outcomes from USPTO patents with 853,638 reactions. (1) The product is [Br:1][C:2]1[CH:16]=[CH:15][C:5]2[C:6]3[N:10]([CH2:11][CH2:12][O:13][C:4]=2[CH:3]=1)[CH:9]=[C:8]([C:30]([NH2:29])=[O:31])[N:7]=3. The reactants are [Br:1][C:2]1[CH:16]=[CH:15][C:5]2[C:6]3[N:10]([CH2:11][CH2:12][O:13][C:4]=2[CH:3]=1)[CH:9]=[C:8](I)[N:7]=3.N#N.C[Si](C)(C)N[Si](C)(C)C.C[N:29](C)[CH:30]=[O:31]. The catalyst is Cl[Pd](Cl)([P](C1C=CC=CC=1)(C1C=CC=CC=1)C1C=CC=CC=1)[P](C1C=CC=CC=1)(C1C=CC=CC=1)C1C=CC=CC=1. The yield is 0.760. (2) The reactants are [CH2:1]([O:4][CH2:5][CH2:6][N:7]([CH3:9])[CH3:8])[CH:2]=[CH2:3].[CH3:10][O:11][SiH:12]([O:15][CH3:16])[O:13][CH3:14]. The catalyst is C([Si](C)(C)O[Si](C=C)(C)C)=C.[Pt].C1(C)C=CC=CC=1. The product is [CH3:8][N:7]([CH3:9])[CH2:6][CH2:5][O:4][CH2:1][CH2:2][CH2:3][Si:12]([O:15][CH3:16])([O:13][CH3:14])[O:11][CH3:10]. The yield is 0.860. (3) The reactants are [CH3:1][O:2][C:3]1[CH:4]=[C:5]2[C:10](=[CH:11][C:12]=1[O:13][CH3:14])[N:9]=[CH:8][CH:7]=[C:6]2[O:15][C:16]1[CH:22]=[CH:21][C:19]([NH2:20])=[C:18]([N+:23]([O-:25])=[O:24])[CH:17]=1.C(O)C.[CH3:29][C:30]1[CH:31]=[C:32]([C:36]([N:38]=[C:39]=[S:40])=[O:37])[CH:33]=[CH:34][CH:35]=1. The catalyst is C1(C)C=CC=CC=1. The product is [CH3:1][O:2][C:3]1[CH:4]=[C:5]2[C:10](=[CH:11][C:12]=1[O:13][CH3:14])[N:9]=[CH:8][CH:7]=[C:6]2[O:15][C:16]1[CH:22]=[CH:21][C:19]([NH:20][C:39]([NH:38][C:36](=[O:37])[C:32]2[CH:33]=[CH:34][CH:35]=[C:30]([CH3:29])[CH:31]=2)=[S:40])=[C:18]([N+:23]([O-:25])=[O:24])[CH:17]=1. The yield is 0.910. (4) The reactants are [NH:1]1[C:11]2[C:6](=[CH:7][CH:8]=[CH:9][CH:10]=2)[C:4](=O)[C:2]1=[O:3].[C:12]1([C:22]([NH:24][NH2:25])=[O:23])[C:21]2[C:16](=[CH:17][CH:18]=[CH:19][CH:20]=2)[CH:15]=[CH:14][CH:13]=1. No catalyst specified. The product is [CH2:2]([N:1]1[C:11]2[C:6](=[CH:7][CH:8]=[CH:9][CH:10]=2)/[C:4](=[N:25]/[NH:24][C:22]([C:12]2[C:21]3[C:16](=[CH:17][CH:18]=[CH:19][CH:20]=3)[CH:15]=[CH:14][CH:13]=2)=[O:23])/[C:2]1=[O:3])[CH2:4][CH2:6][CH2:7][CH2:8][CH3:9]. The yield is 0.580. (5) The reactants are CN1C=CN=C1.[Cl:7][C:8]1[CH:9]=[C:10]([C:17]2[CH:21]=[CH:20][N:19]([CH2:22][C@@H:23]([NH:25][C:26]([C:28]3[N:29]=[C:30]([CH3:33])[NH:31][CH:32]=3)=[O:27])[CH3:24])[N:18]=2)[CH:11]=[C:12]([F:16])[C:13]=1[C:14]#[N:15].[CH:34]([C:36]([CH3:38])=[O:37])=[CH2:35].O. The catalyst is CS(C)=O. The product is [Cl:7][C:8]1[CH:9]=[C:10]([C:17]2[CH:21]=[CH:20][N:19]([CH2:22][C@@H:23]([NH:25][C:26]([C:28]3[N:29]=[C:30]([CH3:33])[N:31]([CH2:35][CH2:34][C:36](=[O:37])[CH3:38])[CH:32]=3)=[O:27])[CH3:24])[N:18]=2)[CH:11]=[C:12]([F:16])[C:13]=1[C:14]#[N:15]. The yield is 0.423. (6) The reactants are C[O:2][C:3](=[O:28])[CH2:4][C:5]1[CH:9]=[C:8]([NH:10][C:11]2[C:20]3[C:15](=[CH:16][C:17]([O:23][CH2:24][CH2:25][CH2:26][Cl:27])=[C:18]([O:21][CH3:22])[CH:19]=3)[N:14]=[CH:13][N:12]=2)[NH:7][N:6]=1.O.[OH-].[Li+].Cl. The catalyst is O1CCCC1. The product is [Cl:27][CH2:26][CH2:25][CH2:24][O:23][C:17]1[CH:16]=[C:15]2[C:20]([C:11]([NH:10][C:8]3[NH:7][N:6]=[C:5]([CH2:4][C:3]([OH:28])=[O:2])[CH:9]=3)=[N:12][CH:13]=[N:14]2)=[CH:19][C:18]=1[O:21][CH3:22]. The yield is 0.750.